This data is from Forward reaction prediction with 1.9M reactions from USPTO patents (1976-2016). The task is: Predict the product of the given reaction. (1) Given the reactants [C:1]([O:5][C:6]([N:8]1[CH2:17][CH2:16][C:15]2[C:10](=[CH:11][CH:12]=[CH:13][C:14]=2[NH:18][CH2:19][C:20]([O:22]CC)=[O:21])[CH2:9]1)=[O:7])([CH3:4])([CH3:3])[CH3:2].[Li+].[OH-].Cl, predict the reaction product. The product is: [C:1]([O:5][C:6]([N:8]1[CH2:17][CH2:16][C:15]2[C:10](=[CH:11][CH:12]=[CH:13][C:14]=2[NH:18][CH2:19][C:20]([OH:22])=[O:21])[CH2:9]1)=[O:7])([CH3:4])([CH3:2])[CH3:3]. (2) Given the reactants O=C[C@@H]([C@H]([C@@H]([C@@H:9]([CH2:11][OH:12])O)O)O)O.CC1(C)S[C@@H]2[C@H:19]([NH:22][C:23]([C@H:25](N)[C:26]3[CH:27]=[CH:28][CH:29]=[CH:30][CH:31]=3)=O)[C:20](=O)N2[C@H]1C(O)=O.C1[C@H](N)[C@@H:41]([O:44][C@H:45]2[O:50][C@H](CN)[C@@H](O)[C@H](O)[C@H]2O)[C@H:40](O)[C@@H:41]([O:44][C@H:45]2[O:50][C@H](CO)[C@@H](O)[C@H](N)[C@H]2O)[C@@H:40]1N.CC(S[C@@H]1[O:79][C@H:78](CO)[C@H](O)[C@H](O)[C@H]1O)C.[Na+].[Cl-].[OH:87]CC(CO)O, predict the reaction product. The product is: [CH3:40][CH2:41][O:44][C:45]([C:23]1([C:78]([O:12][CH2:11][CH3:9])=[O:79])[NH:22][C:19](=[O:87])[CH2:20][CH:25]1[C:26]1[CH:31]=[CH:30][CH:29]=[CH:28][CH:27]=1)=[O:50]. (3) The product is: [OH:8][CH2:9][C@@H:10]([NH:27][C:28](=[O:34])[O:29][C:30]([CH3:32])([CH3:31])[CH3:33])[C:11]([NH:13][C:14]1[CH:19]=[CH:18][C:17]([C:20]2[O:24][CH:23]=[N:22][CH:21]=2)=[C:16]([O:25][CH3:26])[CH:15]=1)=[O:12]. Given the reactants C([O:8][CH2:9][C@@H:10]([NH:27][C:28](=[O:34])[O:29][C:30]([CH3:33])([CH3:32])[CH3:31])[C:11]([NH:13][C:14]1[CH:19]=[CH:18][C:17]([C:20]2[O:24][CH:23]=[N:22][CH:21]=2)=[C:16]([O:25][CH3:26])[CH:15]=1)=[O:12])C1C=CC=CC=1.[H][H], predict the reaction product. (4) Given the reactants [CH:1]([O:4][C:5]1[CH:13]=[CH:12][C:8]([C:9]([NH2:11])=[O:10])=[CH:7][C:6]=1[N:14]=[C:15]=[S:16])([CH3:3])[CH3:2].[NH3:17], predict the reaction product. The product is: [CH:1]([O:4][C:5]1[CH:13]=[CH:12][C:8]([C:9]([NH2:11])=[O:10])=[CH:7][C:6]=1[NH:14][C:15]([NH2:17])=[S:16])([CH3:3])[CH3:2]. (5) Given the reactants [OH:1][C:2]1[CH:7]=[CH:6][CH:5]=[CH:4][C:3]=1[C:8]1[N:17]=[C:16]([N:18]2[CH2:23][CH2:22][CH2:21][C@@H:20]([CH2:24][NH:25][C:26](=[O:33])[O:27][C@H:28]3[CH2:32][CH2:31][O:30][CH2:29]3)[CH2:19]2)[C:15]2[C:10](=[CH:11][C:12]([CH3:34])=[CH:13][CH:14]=2)[N:9]=1.[ClH:35], predict the reaction product. The product is: [ClH:35].[OH:1][C:2]1[CH:7]=[CH:6][CH:5]=[CH:4][C:3]=1[C:8]1[N:17]=[C:16]([N:18]2[CH2:23][CH2:22][CH2:21][C@@H:20]([CH2:24][NH:25][C:26](=[O:33])[O:27][C@H:28]3[CH2:32][CH2:31][O:30][CH2:29]3)[CH2:19]2)[C:15]2[C:10](=[CH:11][C:12]([CH3:34])=[CH:13][CH:14]=2)[N:9]=1. (6) Given the reactants [Br:1][C:2]1[N:7]=[C:6]([CH2:8][NH:9][CH2:10][C:11]([NH:13][CH:14]2[CH2:18][CH2:17][CH2:16][CH2:15]2)=[O:12])[CH:5]=[CH:4][CH:3]=1.C(N(CC)CC)C.[CH3:26][S:27](Cl)(=[O:29])=[O:28], predict the reaction product. The product is: [Br:1][C:2]1[N:7]=[C:6]([CH2:8][N:9]([S:27]([CH3:26])(=[O:29])=[O:28])[CH2:10][C:11]([NH:13][CH:14]2[CH2:18][CH2:17][CH2:16][CH2:15]2)=[O:12])[CH:5]=[CH:4][CH:3]=1. (7) Given the reactants [CH3:1][O:2][C:3]1[C:4]([O:27][CH2:28][CH2:29][O:30][CH3:31])=[CH:5][C:6]2[CH2:15][CH:14]([C:16]3([CH3:19])[CH2:18][CH2:17]3)[N:13]3[C:8](=[CH:9][C:10](=[O:25])[C:11]([C:20]([O:22]CC)=[O:21])=[CH:12]3)[C:7]=2[CH:26]=1.[Li+].[OH-].Cl, predict the reaction product. The product is: [CH3:1][O:2][C:3]1[C:4]([O:27][CH2:28][CH2:29][O:30][CH3:31])=[CH:5][C:6]2[CH2:15][CH:14]([C:16]3([CH3:19])[CH2:18][CH2:17]3)[N:13]3[C:8](=[CH:9][C:10](=[O:25])[C:11]([C:20]([OH:22])=[O:21])=[CH:12]3)[C:7]=2[CH:26]=1. (8) Given the reactants CO.C(=O)=O.[F:6][C:7]1[CH:12]=[CH:11][C:10]([N:13]([CH3:29])[C:14]([N:16]2[CH:20]=[C:19]([C:21]3[CH:26]=[CH:25][C:24]([O:27]C)=[CH:23][CH:22]=3)[N:18]=[CH:17]2)=[O:15])=[CH:9][CH:8]=1.O, predict the reaction product. The product is: [F:6][C:7]1[CH:8]=[CH:9][C:10]([N:13]([CH3:29])[C:14]([N:16]2[CH:20]=[C:19]([C:21]3[CH:26]=[CH:25][C:24]([OH:27])=[CH:23][CH:22]=3)[N:18]=[CH:17]2)=[O:15])=[CH:11][CH:12]=1. (9) Given the reactants [CH3:1][CH:2]([S:4]([NH:7][CH:8]1[C:13]([C:14]2[CH:23]=[CH:22][C:17]([O:18][CH2:19][C:20]#[N:21])=[CH:16][CH:15]=2)=[CH:12][CH2:11][CH2:10][CH2:9]1)(=[O:6])=[O:5])[CH3:3].COCCO[AlH2-]OCCOC.[Na+].O, predict the reaction product. The product is: [NH2:21][CH2:20][CH2:19][O:18][C:17]1[CH:16]=[CH:15][C:14]([C:13]2[CH:8]([NH:7][S:4]([CH:2]([CH3:3])[CH3:1])(=[O:6])=[O:5])[CH2:9][CH2:10][CH2:11][CH:12]=2)=[CH:23][CH:22]=1. (10) Given the reactants [Sn](Cl)Cl.[N+:4]([C:7]1[CH:8]=[C:9]([CH:24]=[CH:25][CH:26]=1)[O:10][CH2:11][C:12]1[CH:17]=[CH:16][C:15]([C:18]2[CH:23]=[CH:22][CH:21]=[CH:20][CH:19]=2)=[CH:14][CH:13]=1)([O-])=O.[OH-].[Na+], predict the reaction product. The product is: [C:15]1([C:18]2[CH:19]=[CH:20][CH:21]=[CH:22][CH:23]=2)[CH:16]=[CH:17][C:12]([CH2:11][O:10][C:9]2[CH:8]=[C:7]([CH:26]=[CH:25][CH:24]=2)[NH2:4])=[CH:13][CH:14]=1.